From a dataset of Peptide-MHC class I binding affinity with 185,985 pairs from IEDB/IMGT. Regression. Given a peptide amino acid sequence and an MHC pseudo amino acid sequence, predict their binding affinity value. This is MHC class I binding data. (1) The peptide sequence is IPQSLDSWWTAL. The MHC is H-2-Ld with pseudo-sequence H-2-Ld. The binding affinity (normalized) is 0.547. (2) The peptide sequence is GHQAAMQML. The MHC is HLA-A02:01 with pseudo-sequence HLA-A02:01. The binding affinity (normalized) is 0. (3) The peptide sequence is STSRSYMSF. The MHC is HLA-B48:01 with pseudo-sequence HLA-B48:01. The binding affinity (normalized) is 0.0847.